Dataset: Retrosynthesis with 50K atom-mapped reactions and 10 reaction types from USPTO. Task: Predict the reactants needed to synthesize the given product. (1) Given the product Nc1ccc(Oc2cc3cn[nH]c3cc2-c2ccncc2)c(F)c1, predict the reactants needed to synthesize it. The reactants are: O=[N+]([O-])c1ccc(Oc2cc3cn[nH]c3cc2-c2ccncc2)c(F)c1. (2) Given the product CC(C)(C)OC(=O)N1CC(CO)C(NC(=S)NC(=O)c2ccccc2)(c2ccccc2)C1, predict the reactants needed to synthesize it. The reactants are: CC(C)(C)OC(=O)N1CC(CO)C(N)(c2ccccc2)C1.O=C(N=C=S)c1ccccc1. (3) The reactants are: CC(C)(C)OC(=O)NC1(c2ccccc2)CC2SCC(C(N)=O)N2C1=O. Given the product CC(C)(C)OC(=O)NC1(c2ccccc2)CC2SCC(C#N)N2C1=O, predict the reactants needed to synthesize it. (4) Given the product COc1ccc2c(c1CCCCN1CCN(C(=O)OC(C)(C)C)CC1)O/C(=C\c1n[nH]c3ccccc13)C2=O, predict the reactants needed to synthesize it. The reactants are: COc1ccc2c(c1CCCCN1CCN(C(=O)OC(C)(C)C)CC1)OCC2=O.O=Cc1n[nH]c2ccccc12. (5) The reactants are: CC(=O)c1ccccc1.NNc1ccccc1. Given the product CC(=NNc1ccccc1)c1ccccc1, predict the reactants needed to synthesize it. (6) Given the product CS(=O)(=O)N1CCN[C@@H](C(=O)O)C1, predict the reactants needed to synthesize it. The reactants are: CC(C)(C)OC(=O)N1CCN(S(C)(=O)=O)C[C@@H]1C(=O)O.